Dataset: Catalyst prediction with 721,799 reactions and 888 catalyst types from USPTO. Task: Predict which catalyst facilitates the given reaction. Product: [Cl:1][C:2]1[CH:3]=[C:4](/[C:12](=[N:16]\[O:17][CH:18]2[CH2:22][CH2:21][CH2:20][CH2:19]2)/[C:13]([NH:32][C:33]2[S:34][C:35]([C:38]([NH2:40])=[O:39])=[CH:36][N:37]=2)=[O:15])[CH:5]=[CH:6][C:7]=1[S:8]([CH3:11])(=[O:9])=[O:10]. Reactant: [Cl:1][C:2]1[CH:3]=[C:4](/[C:12](=[N:16]\[O:17][CH:18]2[CH2:22][CH2:21][CH2:20][CH2:19]2)/[C:13]([OH:15])=O)[CH:5]=[CH:6][C:7]=1[S:8]([CH3:11])(=[O:10])=[O:9].C(N(CC)C(C)C)(C)C.[NH2:32][C:33]1[S:34][C:35]([C:38]([NH2:40])=[O:39])=[CH:36][N:37]=1. The catalyst class is: 10.